Predict the product of the given reaction. From a dataset of Forward reaction prediction with 1.9M reactions from USPTO patents (1976-2016). (1) Given the reactants [C:1]([O:5][C:6]([NH:8][C@H:9]1[CH2:14][CH2:13][C@H:12]([NH:15][C:16]2[N:25]=[CH:24][C:23]3[C:18](=[CH:19][C:20]([C:26]([O:28]C)=[O:27])=[CH:21][CH:22]=3)[N:17]=2)[CH2:11][CH2:10]1)=[O:7])([CH3:4])([CH3:3])[CH3:2].[Li+].[OH-], predict the reaction product. The product is: [C:1]([O:5][C:6]([NH:8][C@H:9]1[CH2:14][CH2:13][C@H:12]([NH:15][C:16]2[N:25]=[CH:24][C:23]3[C:18](=[CH:19][C:20]([C:26]([OH:28])=[O:27])=[CH:21][CH:22]=3)[N:17]=2)[CH2:11][CH2:10]1)=[O:7])([CH3:4])([CH3:2])[CH3:3]. (2) The product is: [F:37][C:18]1[S:17][C:16]([C:13]2[CH:14]=[CH:15][C:10]([C:7]3[CH:6]=[CH:5][C:4]([CH2:1][CH2:2][CH3:3])=[CH:9][CH:8]=3)=[CH:11][C:12]=2[F:21])=[CH:20][CH:19]=1. Given the reactants [CH2:1]([C:4]1[CH:9]=[CH:8][C:7]([C:10]2[CH:15]=[CH:14][C:13]([C:16]3[S:17][CH:18]=[CH:19][CH:20]=3)=[C:12]([F:21])[CH:11]=2)=[CH:6][CH:5]=1)[CH2:2][CH3:3].[Li]CCCC.C1C=CC(S(N(S(C2C=CC=CC=2)(=O)=O)[F:37])(=O)=O)=CC=1.O, predict the reaction product. (3) Given the reactants [C:1]([O:5][C:6]([NH:8][C:9]1[O:17][C:16]2[C:11](=[N:12][CH:13]=[C:14]([CH:18]=O)[CH:15]=2)[C:10]=1[C:20]([NH:22][C:23]1[CH:24]=[N:25][CH:26]=[CH:27][C:28]=1[N:29]1[CH2:34][C@H:33]([C:35]([F:38])([F:37])[F:36])[CH2:32][C@H:31]([NH:39][C:40](=[O:46])[O:41][C:42]([CH3:45])([CH3:44])[CH3:43])[CH2:30]1)=[O:21])=[O:7])([CH3:4])([CH3:3])[CH3:2].Cl.[F:48][C@H:49]1[CH2:53][CH2:52][NH:51][CH2:50]1.CCN(C(C)C)C(C)C.C(O[BH-](OC(=O)C)OC(=O)C)(=O)C.[Na+], predict the reaction product. The product is: [C:1]([O:5][C:6]([NH:8][C:9]1[O:17][C:16]2[C:11](=[N:12][CH:13]=[C:14]([CH2:18][N:51]3[CH2:52][CH2:53][C@H:49]([F:48])[CH2:50]3)[CH:15]=2)[C:10]=1[C:20]([NH:22][C:23]1[CH:24]=[N:25][CH:26]=[CH:27][C:28]=1[N:29]1[CH2:34][C@H:33]([C:35]([F:36])([F:38])[F:37])[CH2:32][C@H:31]([NH:39][C:40](=[O:46])[O:41][C:42]([CH3:44])([CH3:45])[CH3:43])[CH2:30]1)=[O:21])=[O:7])([CH3:3])([CH3:4])[CH3:2]. (4) Given the reactants [CH:1]1([C@H:4]([NH:8]C(=O)[O-])[CH2:5][O:6][CH3:7])[CH2:3][CH2:2]1.C(Cl)(Cl)[Cl:13].Cl, predict the reaction product. The product is: [ClH:13].[CH:1]1([C@H:4]([NH2:8])[CH2:5][O:6][CH3:7])[CH2:3][CH2:2]1. (5) Given the reactants CS(O[CH2:6][CH:7]1[CH2:12][CH2:11][CH:10]([CH2:13][O:14][CH:15]=[CH2:16])[CH2:9][CH2:8]1)(=O)=O.CS(C)=O.[C-:21]#[N:22].[Na+], predict the reaction product. The product is: [CH:15]([O:14][CH2:13][CH:10]1[CH2:11][CH2:12][CH:7]([CH2:6][C:21]#[N:22])[CH2:8][CH2:9]1)=[CH2:16].